Dataset: Reaction yield outcomes from USPTO patents with 853,638 reactions. Task: Predict the reaction yield, written as a fraction of the theoretical maximum amount of product (1.0 means a 100% yield; for example, 0.34 means a 34% yield). The reactants are [C:1]([C:3]1[CH:29]=[CH:28][C:6]([O:7][CH2:8][C@@H:9]([NH:20]C(=O)OC(C)(C)C)[CH2:10][N:11]2[CH2:18][CH:17]3[O:19][CH:13]([CH2:14][NH:15][CH2:16]3)[CH2:12]2)=[CH:5][CH:4]=1)#[N:2].Br[CH2:31][CH2:32][N:33]1[CH:37]=[CH:36][CH:35]=[CH:34]1.C(=O)([O-])[O-].[K+].[K+]. The yield is 0.907. The catalyst is CN(C=O)C. The product is [NH2:20][C@@H:9]([CH2:10][N:11]1[CH2:18][CH:17]2[O:19][CH:13]([CH2:14][N:15]([CH2:31][CH2:32][N:33]3[CH:37]=[CH:36][CH:35]=[CH:34]3)[CH2:16]2)[CH2:12]1)[CH2:8][O:7][C:6]1[CH:28]=[CH:29][C:3]([C:1]#[N:2])=[CH:4][CH:5]=1.